From a dataset of Peptide-MHC class I binding affinity with 185,985 pairs from IEDB/IMGT. Regression. Given a peptide amino acid sequence and an MHC pseudo amino acid sequence, predict their binding affinity value. This is MHC class I binding data. (1) The peptide sequence is FQRALIFILL. The MHC is HLA-B15:01 with pseudo-sequence HLA-B15:01. The binding affinity (normalized) is 0.559. (2) The peptide sequence is AFLPFTLGI. The MHC is HLA-A24:02 with pseudo-sequence HLA-A24:02. The binding affinity (normalized) is 0.